From a dataset of Merck oncology drug combination screen with 23,052 pairs across 39 cell lines. Regression. Given two drug SMILES strings and cell line genomic features, predict the synergy score measuring deviation from expected non-interaction effect. (1) Drug 1: O=C(O)C1(Cc2cccc(Nc3nccs3)n2)CCC(Oc2cccc(Cl)c2F)CC1. Drug 2: NC1(c2ccc(-c3nc4ccn5c(=O)[nH]nc5c4cc3-c3ccccc3)cc2)CCC1. Cell line: RKO. Synergy scores: synergy=4.54. (2) Drug 1: CCC1(O)CC2CN(CCc3c([nH]c4ccccc34)C(C(=O)OC)(c3cc4c(cc3OC)N(C)C3C(O)(C(=O)OC)C(OC(C)=O)C5(CC)C=CCN6CCC43C65)C2)C1. Drug 2: O=C(CCCCCCC(=O)Nc1ccccc1)NO. Cell line: A427. Synergy scores: synergy=-35.8. (3) Drug 1: O=C(NOCC(O)CO)c1ccc(F)c(F)c1Nc1ccc(I)cc1F. Drug 2: CC1(c2nc3c(C(N)=O)cccc3[nH]2)CCCN1. Cell line: SKOV3. Synergy scores: synergy=-1.06. (4) Drug 1: COc1cccc2c1C(=O)c1c(O)c3c(c(O)c1C2=O)CC(O)(C(=O)CO)CC3OC1CC(N)C(O)C(C)O1. Drug 2: C#Cc1cccc(Nc2ncnc3cc(OCCOC)c(OCCOC)cc23)c1. Cell line: NCIH23. Synergy scores: synergy=4.91.